Dataset: Full USPTO retrosynthesis dataset with 1.9M reactions from patents (1976-2016). Task: Predict the reactants needed to synthesize the given product. Given the product [Cl:1][C:2]1[CH:7]=[CH:6][CH:5]=[C:4]([Cl:8])[C:3]=1[C:9]1[S:10][C:11]2[C:12]([NH:61][C:59]([CH:58]3[CH2:55][CH2:57]3)=[O:60])=[N:13][CH:14]=[CH:15][C:16]=2[N:17]=1, predict the reactants needed to synthesize it. The reactants are: [Cl:1][C:2]1[CH:7]=[CH:6][CH:5]=[C:4]([Cl:8])[C:3]=1[C:9]1[S:10][C:11]2[C:12](=O)[NH:13][CH:14]=[CH:15][C:16]=2[N:17]=1.C1C=CC(C2C=CC=CC=2)=CC=1.C1C=CC(OC2C=CC=CC=2)=CC=1.ClC1C=CC=C(Cl)C=1C1SC=[C:55](/[CH:57]=[CH:58]/[C:59]([N:61]=[N+]=[N-])=[O:60])N=1.